From a dataset of Forward reaction prediction with 1.9M reactions from USPTO patents (1976-2016). Predict the product of the given reaction. (1) Given the reactants [F:1][C:2]1[CH:7]=[CH:6][C:5]([F:8])=[CH:4][C:3]=1[C@H:9]1[CH2:13][CH2:12][CH2:11][N:10]1[C:14]1[CH:19]=[CH:18][N:17]2[N:20]=[CH:21][C:22]([NH:23][C:24]([NH:26][C:27]3[CH:32]=[CH:31][CH:30]=[CH:29][CH:28]=3)=[O:25])=[C:16]2[N:15]=1.[S:33](=[O:37])(=[O:36])([OH:35])[OH:34], predict the reaction product. The product is: [S:33]([OH:37])([OH:36])(=[O:35])=[O:34].[F:1][C:2]1[CH:7]=[CH:6][C:5]([F:8])=[CH:4][C:3]=1[C@H:9]1[CH2:13][CH2:12][CH2:11][N:10]1[C:14]1[CH:19]=[CH:18][N:17]2[N:20]=[CH:21][C:22]([NH:23][C:24]([NH:26][C:27]3[CH:28]=[CH:29][CH:30]=[CH:31][CH:32]=3)=[O:25])=[C:16]2[N:15]=1. (2) Given the reactants [NH2:1][C:2]1[CH:7]=[CH:6][C:5]([OH:8])=[CH:4][C:3]=1[F:9].C(=O)([O-])O.[Na+].Cl[C:16]([O:18][CH2:19][C:20]1[CH:25]=[CH:24][CH:23]=[CH:22][CH:21]=1)=[O:17], predict the reaction product. The product is: [F:9][C:3]1[CH:4]=[C:5]([OH:8])[CH:6]=[CH:7][C:2]=1[NH:1][C:16](=[O:17])[O:18][CH2:19][C:20]1[CH:25]=[CH:24][CH:23]=[CH:22][CH:21]=1. (3) Given the reactants [C:1]([O:5][C:6]([N:8]1[CH2:13][C@H:12]([CH2:14][N:15]2[CH2:19][CH2:18][CH2:17][C:16]2=[O:20])[N:11](CC2C=CC=CC=2)[CH2:10][C@H:9]1[CH3:28])=[O:7])([CH3:4])([CH3:3])[CH3:2], predict the reaction product. The product is: [C:1]([O:5][C:6]([N:8]1[CH2:13][C@H:12]([CH2:14][N:15]2[CH2:19][CH2:18][CH2:17][C:16]2=[O:20])[NH:11][CH2:10][C@H:9]1[CH3:28])=[O:7])([CH3:4])([CH3:2])[CH3:3]. (4) Given the reactants C([O:8][C:9]([C@@H:11]1[CH2:15][C@@H:14]([OH:16])[CH2:13][NH:12]1)=O)C1C=CC=CC=1.[NH3:17], predict the reaction product. The product is: [OH:16][C@H:14]1[CH2:13][NH:12][C@H:11]([C:9]([NH2:17])=[O:8])[CH2:15]1. (5) Given the reactants [Cl:1][C:2]1[CH:27]=[CH:26][C:5]([CH2:6][N:7]2[C:15]3[C:10](=[CH:11][C:12]([CH:16]=[C:17]4[S:21][C:20](SCC)=[N:19][C:18]4=[O:25])=[CH:13][CH:14]=3)[CH:9]=[N:8]2)=[C:4]([C:28]([F:31])([F:30])[F:29])[CH:3]=1.[C:32]([O:36][C:37](=[O:44])[NH:38][C@@H:39]1[CH2:43][CH2:42][NH:41][CH2:40]1)([CH3:35])([CH3:34])[CH3:33], predict the reaction product. The product is: [C:32]([O:36][C:37](=[O:44])[NH:38][CH:39]1[CH2:43][CH2:42][N:41]([C:20]2[S:21][C:17](=[CH:16][C:12]3[CH:11]=[C:10]4[C:15](=[CH:14][CH:13]=3)[N:7]([CH2:6][C:5]3[CH:26]=[CH:27][C:2]([Cl:1])=[CH:3][C:4]=3[C:28]([F:31])([F:30])[F:29])[N:8]=[CH:9]4)[C:18](=[O:25])[N:19]=2)[CH2:40]1)([CH3:35])([CH3:33])[CH3:34].[NH2:38][C@@H:39]1[CH2:43][CH2:42][N:41]([C:20]2[S:21][C:17](=[CH:16][C:12]3[CH:11]=[C:10]4[C:15](=[CH:14][CH:13]=3)[N:7]([CH2:6][C:5]3[CH:26]=[CH:27][C:2]([Cl:1])=[CH:3][C:4]=3[C:28]([F:31])([F:29])[F:30])[N:8]=[CH:9]4)[C:18](=[O:25])[N:19]=2)[CH2:40]1. (6) Given the reactants F[C:2]1[CH:7]=[CH:6][C:5]([S:8]([CH3:11])(=[O:10])=[O:9])=[CH:4][CH:3]=1.[Cl:12][C:13]1[CH:18]=[CH:17][C:16]([OH:19])=[CH:15][C:14]=1[N:20]1[C:24]2[CH:25]=[CH:26][CH:27]=[C:28]([Cl:29])[C:23]=2[N:22]=[C:21]1[CH3:30], predict the reaction product. The product is: [Cl:29][C:28]1[C:23]2[N:22]=[C:21]([CH3:30])[N:20]([C:14]3[CH:15]=[C:16]([O:19][C:2]4[CH:7]=[CH:6][C:5]([S:8]([CH3:11])(=[O:10])=[O:9])=[CH:4][CH:3]=4)[CH:17]=[CH:18][C:13]=3[Cl:12])[C:24]=2[CH:25]=[CH:26][CH:27]=1. (7) Given the reactants C([O:3][C:4](=[O:14])[C@@H:5]([N:7]1[CH:12]=[CH:11][CH:10]=[CH:9][C:8]1=[O:13])[CH3:6])C.C1COCC1.[OH-].[Na+], predict the reaction product. The product is: [O:13]=[C:8]1[CH:9]=[CH:10][CH:11]=[CH:12][N:7]1[C@@H:5]([CH3:6])[C:4]([OH:14])=[O:3]. (8) Given the reactants Br[C:2]1[CH:3]=[C:4]([CH:21]=[C:22]([NH:24][CH2:25][CH:26]2[CH2:28][C:27]2([F:30])[F:29])[CH:23]=1)[CH2:5][O:6][C:7]1[CH:12]=[CH:11][CH:10]=[CH:9][C:8]=1[CH2:13][C:14]([O:16][C:17]([CH3:20])([CH3:19])[CH3:18])=[O:15].[C:31]([O:35][C:36]([NH:38][C@@H:39]([C:41]1[C:42]([F:70])=[C:43](C2C=C(O)C=C(COC3C=CC=CC=3CC(OC(C)(C)C)=O)C=2)[CH:44]=[CH:45][CH:46]=1)[CH3:40])=[O:37])([CH3:34])([CH3:33])[CH3:32].[O-]P([O-])([O-])=O.[K+].[K+].[K+].C(Cl)Cl, predict the reaction product. The product is: [C:31]([O:35][C:36]([NH:38][C@@H:39]([C:41]1[C:42]([F:70])=[C:43]([C:2]2[CH:23]=[C:22]([NH:24][CH2:25][CH:26]3[CH2:28][C:27]3([F:29])[F:30])[CH:21]=[C:4]([CH2:5][O:6][C:7]3[CH:12]=[CH:11][CH:10]=[CH:9][C:8]=3[CH2:13][C:14]([O:16][C:17]([CH3:18])([CH3:20])[CH3:19])=[O:15])[CH:3]=2)[CH:44]=[CH:45][CH:46]=1)[CH3:40])=[O:37])([CH3:32])([CH3:33])[CH3:34].